Dataset: Forward reaction prediction with 1.9M reactions from USPTO patents (1976-2016). Task: Predict the product of the given reaction. (1) Given the reactants [OH:1][C:2]1[CH:11]=[C:10]([OH:12])[CH:9]=[CH:8][C:3]=1[C:4]([O:6][CH3:7])=[O:5].Br[CH2:14][C:15]([C:17]1[CH:22]=[CH:21][C:20]([O:23][CH3:24])=[CH:19][C:18]=1[O:25][CH3:26])=[O:16].C(=O)([O-])[O-].[Cs+].[Cs+], predict the reaction product. The product is: [CH3:26][O:25][C:18]1[CH:19]=[C:20]([O:23][CH3:24])[CH:21]=[CH:22][C:17]=1[C:15](=[O:16])[CH2:14][O:12][C:10]1[CH:9]=[CH:8][C:3]([C:4]([O:6][CH3:7])=[O:5])=[C:2]([OH:1])[CH:11]=1. (2) Given the reactants [NH2:1][C:2]1[CH:7]=[CH:6][C:5]([CH:8]=[CH2:9])=[CH:4][C:3]=1[CH2:10][C:11]([O:13][C:14]([CH3:17])([CH3:16])[CH3:15])=[O:12], predict the reaction product. The product is: [NH2:1][C:2]1[CH:7]=[CH:6][C:5]([CH2:8][CH3:9])=[CH:4][C:3]=1[CH2:10][C:11]([O:13][C:14]([CH3:15])([CH3:17])[CH3:16])=[O:12].